Dataset: Catalyst prediction with 721,799 reactions and 888 catalyst types from USPTO. Task: Predict which catalyst facilitates the given reaction. (1) Reactant: [Cl:1][C:2]1[N:7]=[C:6]([C:8]2[S:12][C:11]([CH:13]([CH3:15])[CH3:14])=[N:10][C:9]=2[C:16]2[CH:17]=[C:18]([NH:22][S:23]([C:26]3[CH:31]=[CH:30][CH:29]=[CH:28][C:27]=3[F:32])(=[O:25])=[O:24])[CH:19]=[CH:20][CH:21]=2)[CH:5]=[CH:4][N:3]=1.[C:33]([N:36]1[CH2:41][CH2:40][N:39]([C:42]2[N:47]=[CH:46][C:45]([NH2:48])=[CH:44][CH:43]=2)[CH2:38][CH2:37]1)(=[O:35])[CH3:34]. Product: [C:33]([N:36]1[CH2:37][CH2:38][N:39]([C:42]2[N:47]=[CH:46][C:45]([NH:48][C:2]3[N:7]=[C:6]([C:8]4[S:12][C:11]([CH:13]([CH3:15])[CH3:14])=[N:10][C:9]=4[C:16]4[CH:17]=[C:18]([NH:22][S:23]([C:26]5[CH:31]=[CH:30][CH:29]=[CH:28][C:27]=5[F:32])(=[O:25])=[O:24])[CH:19]=[CH:20][CH:21]=4)[CH:5]=[CH:4][N:3]=3)=[CH:44][CH:43]=2)[CH2:40][CH2:41]1)(=[O:35])[CH3:34].[Cl:1][C:2]1[N:7]=[C:6]([C:8]2[S:12][C:11]([CH:13]([CH3:15])[CH3:14])=[N:10][C:9]=2[C:16]2[CH:17]=[C:18]([NH:22][S:23]([C:26]3[CH:31]=[CH:30][CH:29]=[CH:28][C:27]=3[F:32])(=[O:24])=[O:25])[CH:19]=[CH:20][CH:21]=2)[CH:5]=[CH:4][N:3]=1. The catalyst class is: 41. (2) Reactant: [CH2:1]([N:8]1[C:16]2[C:11](=[N:12][CH:13]=[C:14]([C:26]#N)[C:15]=2[O:17][CH2:18][C:19]2[CH:24]=[CH:23][C:22]([F:25])=[CH:21][CH:20]=2)[C:10]([CH3:28])=[C:9]1[CH3:29])[C:2]1[CH:7]=[CH:6][CH:5]=[CH:4][CH:3]=1.[OH-:30].[K+].[OH2:32]. Product: [CH2:1]([N:8]1[C:16]2[C:11](=[N:12][CH:13]=[C:14]([C:26]([OH:32])=[O:30])[C:15]=2[O:17][CH2:18][C:19]2[CH:24]=[CH:23][C:22]([F:25])=[CH:21][CH:20]=2)[C:10]([CH3:28])=[C:9]1[CH3:29])[C:2]1[CH:7]=[CH:6][CH:5]=[CH:4][CH:3]=1. The catalyst class is: 8. (3) The catalyst class is: 62. Reactant: Br[C:2]1[CH:11]=[C:10]2[C:5]([CH:6]=[CH:7][C:8]([C@H:12]([NH:14][C:15]([C@@H:17]3[CH2:22][CH2:21][CH2:20][N:19]([C:23](=[O:34])[C@@H:24]([NH:26][C:27](=[O:33])[C@H:28]([CH:30]4[CH2:32][CH2:31]4)[OH:29])[CH3:25])[NH:18]3)=[O:16])[CH3:13])=[N:9]2)=[CH:4][CH:3]=1.[CH:35]([Si:38]([CH:53]([CH3:55])[CH3:54])([CH:50]([CH3:52])[CH3:51])[O:39][CH:40]1[CH2:44][CH2:43][C:42]([CH:48]=[CH2:49])([C:45]([OH:47])=[O:46])[CH2:41]1)([CH3:37])[CH3:36].C1(C)C=CC=CC=1P(C1C=CC=CC=1C)C1C=CC=CC=1C.C(N(CC)CC)C. Product: [CH:30]1([C@H:28]([OH:29])[C:27]([NH:26][C@@H:24]([CH3:25])[C:23]([N:19]2[CH2:20][CH2:21][CH2:22][C@@H:17]([C:15]([NH:14][C@@H:12]([C:8]3[CH:7]=[CH:6][C:5]4[C:10](=[CH:11][C:2](/[CH:49]=[CH:48]/[C:42]5([C:45]([OH:47])=[O:46])[CH2:43][CH2:44][CH:40]([O:39][Si:38]([CH:50]([CH3:52])[CH3:51])([CH:53]([CH3:55])[CH3:54])[CH:35]([CH3:36])[CH3:37])[CH2:41]5)=[CH:3][CH:4]=4)[N:9]=3)[CH3:13])=[O:16])[NH:18]2)=[O:34])=[O:33])[CH2:32][CH2:31]1. (4) Reactant: [F:1][C:2]([C:5]1[CH:9]=[C:8]([NH2:10])[O:7][N:6]=1)([CH3:4])[CH3:3].C(=O)([O-])[O-].[K+].[K+].Cl[C:18]([O:20][C:21]1[CH:26]=[CH:25][C:24]([Cl:27])=[CH:23][CH:22]=1)=[O:19]. Product: [F:1][C:2]([C:5]1[CH:9]=[C:8]([NH:10][C:18](=[O:19])[O:20][C:21]2[CH:26]=[CH:25][C:24]([Cl:27])=[CH:23][CH:22]=2)[O:7][N:6]=1)([CH3:4])[CH3:3]. The catalyst class is: 1. (5) Reactant: [CH3:1][C:2]1[N:3]=[CH:4][N:5]([C:7]2[CH:14]=[CH:13][CH:12]=[CH:11][C:8]=2[C:9]#[N:10])[CH:6]=1.[CH3:15][N+:16]([CH3:18])=[CH2:17].[I-]. Product: [CH3:15][N:16]([CH2:18][C:6]1[N:5]([C:7]2[CH:14]=[CH:13][CH:12]=[CH:11][C:8]=2[C:9]#[N:10])[CH:4]=[N:3][C:2]=1[CH3:1])[CH3:17]. The catalyst class is: 3. (6) Reactant: F[P-](F)(F)(F)(F)F.N1(O[P+](N(C)C)(N(C)C)N(C)C)C2C=CC=CC=2N=N1.[N:28]1[CH:33]=[CH:32][CH:31]=[CH:30][C:29]=1[C:34]1[CH:39]=[C:38]([C:40]([F:43])([F:42])[F:41])[N:37]2[N:44]=[C:45]([C:47]([OH:49])=O)[CH:46]=[C:36]2[N:35]=1.[CH2:50]([NH2:57])[C:51]1[CH:56]=[CH:55][CH:54]=[CH:53][CH:52]=1.C(N(CC)CC)C. Product: [CH2:50]([NH:57][C:47]([C:45]1[CH:46]=[C:36]2[N:35]=[C:34]([C:29]3[CH:30]=[CH:31][CH:32]=[CH:33][N:28]=3)[CH:39]=[C:38]([C:40]([F:41])([F:43])[F:42])[N:37]2[N:44]=1)=[O:49])[C:51]1[CH:56]=[CH:55][CH:54]=[CH:53][CH:52]=1. The catalyst class is: 305. (7) Reactant: [CH2:1]([N:5]1[C:13]2[C:12]([OH:14])=[N:11][CH:10]=[N:9][C:8]=2[S:7]/[C:6]/1=[N:15]\[C:16](=[O:28])[C:17]1[CH:22]=[C:21]([C:23]([F:26])([F:25])[F:24])[CH:20]=[CH:19][C:18]=1F)[CH2:2][CH2:3][CH3:4].[CH2:29]([OH:33])[C@@H:30]([OH:32])[CH3:31].CC(C)([O-])C.[K+].C1COCC1. Product: [CH2:1]([N:5]1[C:13]2[C:12]([OH:14])=[N:11][CH:10]=[N:9][C:8]=2[S:7]/[C:6]/1=[N:15]\[C:16](=[O:28])[C:17]1[CH:22]=[C:21]([C:23]([F:26])([F:25])[F:24])[CH:20]=[CH:19][C:18]=1[O:33][CH2:29][C@@H:30]([OH:32])[CH3:31])[CH2:2][CH2:3][CH3:4]. The catalyst class is: 15. (8) Reactant: [CH2:1]([N:3]1[C:7]2=[N:8][C:9]([CH2:31][CH3:32])=[C:10]([CH2:19][NH:20][C:21]([CH:23]([CH2:27][CH2:28][CH2:29][CH3:30])[C:24]([OH:26])=O)=[O:22])[C:11]([NH:12][CH:13]3[CH2:18][CH2:17][O:16][CH2:15][CH2:14]3)=[C:6]2[CH:5]=[N:4]1)[CH3:2].[NH2:33][CH2:34][C:35]1[CH:36]=[CH:37][C:38]([F:62])=[C:39]([C:41]2[CH:46]=[CH:45][CH:44]=[C:43]([CH2:47][N:48]3[CH2:53][CH2:52][N:51](C(OC(C)(C)C)=O)[C@@H:50]([CH3:61])[CH2:49]3)[CH:42]=2)[CH:40]=1.CN(C(ON1N=NC2C=CC=CC1=2)=[N+](C)C)C.F[P-](F)(F)(F)(F)F.CCN(CC)CC. Product: [CH2:27]([CH:23]([C:24]([NH:33][CH2:34][C:35]1[CH:40]=[C:39]([C:41]2[CH:46]=[CH:45][CH:44]=[C:43]([CH2:47][N:48]3[CH2:53][CH2:52][NH:51][C@@H:50]([CH3:61])[CH2:49]3)[CH:42]=2)[C:38]([F:62])=[CH:37][CH:36]=1)=[O:26])[C:21]([NH:20][CH2:19][C:10]1[C:11]([NH:12][CH:13]2[CH2:18][CH2:17][O:16][CH2:15][CH2:14]2)=[C:6]2[CH:5]=[N:4][N:3]([CH2:1][CH3:2])[C:7]2=[N:8][C:9]=1[CH2:31][CH3:32])=[O:22])[CH2:28][CH2:29][CH3:30]. The catalyst class is: 157. (9) Reactant: Cl[C:2]1[N:7]=[C:6]([O:8][C:9]2[CH:14]=[CH:13][C:12]([O:15][C:16]3[CH:21]=[CH:20][CH:19]=[CH:18][CH:17]=3)=[CH:11][CH:10]=2)[C:5]([C:22]([NH2:24])=[O:23])=[CH:4][N:3]=1.[C:25]([O:29][C:30]([N:32]1[CH2:36][CH:35]=[C:34](B2OC(C)(C)C(C)(C)O2)[CH2:33]1)=[O:31])([CH3:28])([CH3:27])[CH3:26].ClCCl.O1CCOCC1.N#N. Product: [C:25]([O:29][C:30]([N:32]1[CH2:36][CH:35]=[C:34]([C:2]2[N:7]=[C:6]([O:8][C:9]3[CH:14]=[CH:13][C:12]([O:15][C:16]4[CH:21]=[CH:20][CH:19]=[CH:18][CH:17]=4)=[CH:11][CH:10]=3)[C:5]([C:22](=[O:23])[NH2:24])=[CH:4][N:3]=2)[CH2:33]1)=[O:31])([CH3:28])([CH3:26])[CH3:27]. The catalyst class is: 140. (10) Reactant: Cl.[O:2]1[CH2:7][CH2:6][N:5]([C:8]([C:10]2[N:11]=[C:12]([C:19]([F:22])([F:21])[F:20])[N:13]3[CH2:18][CH2:17][NH:16][CH2:15][C:14]=23)=[O:9])[CH2:4][CH2:3]1.C(=O)([O-])[O-].[K+].[K+]. Product: [O:2]1[CH2:7][CH2:6][N:5]([C:8]([C:10]2[N:11]=[C:12]([C:19]([F:21])([F:22])[F:20])[N:13]3[CH2:18][CH2:17][NH:16][CH2:15][C:14]=23)=[O:9])[CH2:4][CH2:3]1. The catalyst class is: 13.